From a dataset of Catalyst prediction with 721,799 reactions and 888 catalyst types from USPTO. Predict which catalyst facilitates the given reaction. (1) Reactant: [NH2:1][C:2]1[CH:9]=[CH:8][C:7]([Br:10])=[CH:6][C:3]=1[C:4]#[N:5].[Cl:11][CH2:12][CH2:13][CH2:14][C:15](Cl)=[O:16].O. Product: [Br:10][C:7]1[CH:8]=[CH:9][C:2]([NH:1][C:15](=[O:16])[CH2:14][CH2:13][CH2:12][Cl:11])=[C:3]([C:4]#[N:5])[CH:6]=1. The catalyst class is: 17. (2) Reactant: [Cl:1][C:2]1[C:7]([CH3:8])=[CH:6][C:5]([S:9]([N:12]2[CH2:17][CH2:16][N:15]3[CH:18]=[CH:19][CH:20]=[C:14]3[CH:13]2[CH2:21][CH2:22][C:23]([O:25]CC)=[O:24])(=[O:11])=[O:10])=[C:4]([CH3:28])[CH:3]=1.O.[OH-].[Li+].Cl. Product: [Cl:1][C:2]1[C:7]([CH3:8])=[CH:6][C:5]([S:9]([N:12]2[CH2:17][CH2:16][N:15]3[CH:18]=[CH:19][CH:20]=[C:14]3[CH:13]2[CH2:21][CH2:22][C:23]([OH:25])=[O:24])(=[O:10])=[O:11])=[C:4]([CH3:28])[CH:3]=1. The catalyst class is: 200. (3) Reactant: [N:1]1([C:7]2[C:8]3[N:9]([N:13]=[C:14]([NH2:16])[N:15]=3)[CH:10]=[CH:11][CH:12]=2)[CH2:6][CH2:5][O:4][CH2:3][CH2:2]1.Br[C:18]1[CH:23]=[CH:22][C:21]([N:24]2[CH:28]=[C:27]([CH3:29])[N:26]=[CH:25]2)=[C:20]([O:30][CH3:31])[CH:19]=1.C(Cl)Cl. Product: [CH3:31][O:30][C:20]1[CH:19]=[C:18]([NH:16][C:14]2[N:15]=[C:8]3[C:7]([N:1]4[CH2:2][CH2:3][O:4][CH2:5][CH2:6]4)=[CH:12][CH:11]=[CH:10][N:9]3[N:13]=2)[CH:23]=[CH:22][C:21]=1[N:24]1[CH:28]=[C:27]([CH3:29])[N:26]=[CH:25]1. The catalyst class is: 61. (4) Reactant: [C:1]1([C@H:7]2CCN[C@H:8]2[C:12]([OH:14])=[O:13])[CH:6]=[CH:5][CH:4]=[CH:3][CH:2]=1.[CH2:15]([N:17](CC)CC)[CH3:16].[C:30](O[C:30]([O:32][C:33]([CH3:36])([CH3:35])[CH3:34])=[O:31])([O:32][C:33]([CH3:36])([CH3:35])[CH3:34])=[O:31]. Product: [C:33]([O:32][C:30]([N:17]1[CH2:15][CH2:16][CH:8]([C:12]([OH:14])=[O:13])[CH:7]1[C:1]1[CH:2]=[CH:3][CH:4]=[CH:5][CH:6]=1)=[O:31])([CH3:34])([CH3:35])[CH3:36]. The catalyst class is: 38. (5) Reactant: [CH:1]1([C:5]2[C:13]([C:14]3[NH:24][C:17]4[CH2:18][CH2:19][N:20]([CH3:23])[CH2:21][CH2:22][C:16]=4[N:15]=3)=[CH:12][C:8]([C:9](O)=[O:10])=[C:7]([CH3:25])[CH:6]=2)[CH2:4][CH2:3][CH2:2]1.CCN=C=NCCCN(C)C.Cl.Cl.[NH:39]1[CH2:42][CH:41]([C:43]2[CH:50]=[CH:49][C:46]([C:47]#[N:48])=[CH:45][CH:44]=2)[CH2:40]1. Product: [CH:1]1([C:5]2[C:13]([C:14]3[NH:24][C:17]4[CH2:18][CH2:19][N:20]([CH3:23])[CH2:21][CH2:22][C:16]=4[N:15]=3)=[CH:12][C:8]([C:9]([N:39]3[CH2:42][CH:41]([C:43]4[CH:50]=[CH:49][C:46]([C:47]#[N:48])=[CH:45][CH:44]=4)[CH2:40]3)=[O:10])=[C:7]([CH3:25])[CH:6]=2)[CH2:2][CH2:3][CH2:4]1. The catalyst class is: 468. (6) Reactant: C([SnH](C[CH2:11][CH2:12][CH3:13])CCCC)CCC.Br[CH2:15][CH2:16][CH2:17][OH:18].[C:19]([O:43][CH:44]1[CH2:49][C:48]([CH3:51])([CH3:50])[N:47]([OH:52])[C:46]([CH3:54])([CH3:53])[CH2:45]1)(=[O:42])[CH2:20][CH2:21][CH2:22][CH2:23][CH2:24][CH2:25][CH2:26][CH2:27][C:28]([O:30][CH:31]1[CH2:36][C:35]([CH3:38])([CH3:37])[N:34]([OH:39])[C:33]([CH3:41])([CH3:40])[CH2:32]1)=[O:29].CCCCCCC.CCCCCCC.C(OCC)(=[O:71])C. Product: [OH:18][CH2:17][CH2:16][CH2:15][O:39][N:34]1[C:33]([CH3:40])([CH3:41])[CH2:32][CH:31]([O:30][C:28](=[O:29])[CH2:27][CH2:26][CH2:25][CH2:24][CH2:23][CH2:22][CH2:21][CH2:20][C:19]([O:43][CH:44]2[CH2:45][C:46]([CH3:54])([CH3:53])[N:47]([O:52][CH2:13][CH2:12][CH2:11][OH:71])[C:48]([CH3:51])([CH3:50])[CH2:49]2)=[O:42])[CH2:36][C:35]1([CH3:37])[CH3:38]. The catalyst class is: 159. (7) Reactant: [C:1]([C:5]1[CH:6]=[C:7]([NH:26][S:27]([CH3:30])(=[O:29])=[O:28])[C:8]([O:24][CH3:25])=[C:9]([NH:11][C:12]([C:14]2[S:18][C:17]3[C:19]([NH2:23])=[CH:20][CH:21]=[CH:22][C:16]=3[CH:15]=2)=[O:13])[CH:10]=1)([CH3:4])([CH3:3])[CH3:2].[C:31]([O:35][C:36]([N:38]1[CH2:43][CH2:42][N:41]([S:44]([C:47]2[CH:52]=[CH:51][C:50]([C:53](O)=[O:54])=[CH:49][CH:48]=2)(=[O:46])=[O:45])[CH2:40][CH2:39]1)=[O:37])([CH3:34])([CH3:33])[CH3:32].C1C=CC2N(O)N=NC=2C=1.C(Cl)CCl. Product: [C:31]([O:35][C:36]([N:38]1[CH2:43][CH2:42][N:41]([S:44]([C:47]2[CH:48]=[CH:49][C:50]([C:53](=[O:54])[NH:23][C:19]3[C:17]4[S:18][C:14]([C:12](=[O:13])[NH:11][C:9]5[CH:10]=[C:5]([C:1]([CH3:4])([CH3:2])[CH3:3])[CH:6]=[C:7]([NH:26][S:27]([CH3:30])(=[O:28])=[O:29])[C:8]=5[O:24][CH3:25])=[CH:15][C:16]=4[CH:22]=[CH:21][CH:20]=3)=[CH:51][CH:52]=2)(=[O:46])=[O:45])[CH2:40][CH2:39]1)=[O:37])([CH3:34])([CH3:32])[CH3:33]. The catalyst class is: 18.